From a dataset of Forward reaction prediction with 1.9M reactions from USPTO patents (1976-2016). Predict the product of the given reaction. Given the reactants C[O:2][C:3](=[O:39])[CH:4]([CH2:10][C:11]1[CH:16]=[CH:15][C:14]([O:17][CH:18]([CH:35]2[CH2:37][CH2:36]2)[C:19]2[S:23][C:22]([C:24]3[CH:29]=[CH:28][C:27]([C:30]([F:33])([F:32])[F:31])=[CH:26][CH:25]=3)=[N:21][C:20]=2[CH3:34])=[CH:13][C:12]=1[CH3:38])[CH2:5][CH2:6][CH2:7][CH2:8][CH3:9].[Li+].[OH-], predict the reaction product. The product is: [CH:35]1([CH:18]([C:19]2[S:23][C:22]([C:24]3[CH:29]=[CH:28][C:27]([C:30]([F:33])([F:32])[F:31])=[CH:26][CH:25]=3)=[N:21][C:20]=2[CH3:34])[O:17][C:14]2[CH:15]=[CH:16][C:11]([CH2:10][CH:4]([CH2:5][CH2:6][CH2:7][CH2:8][CH3:9])[C:3]([OH:39])=[O:2])=[C:12]([CH3:38])[CH:13]=2)[CH2:37][CH2:36]1.